This data is from Catalyst prediction with 721,799 reactions and 888 catalyst types from USPTO. The task is: Predict which catalyst facilitates the given reaction. (1) Reactant: [F:1][C:2]1[CH:32]=[CH:31][C:5]2[N:6]=[C:7]([NH:9][C:10]3[CH:15]=[CH:14][C:13]([C:16]4[CH:21]=[CH:20][C:19]([C:22]([O:24]CCCC)=[O:23])=[C:18]([O:29][CH3:30])[CH:17]=4)=[CH:12][CH:11]=3)[S:8][C:4]=2[CH:3]=1.FC1C=CC2N=C(NC3C=CC(C4C=CC(C(OC)=O)=C(OC)C=4)=CC=3)SC=2C=1.CO.[OH-].[Na+]. Product: [F:1][C:2]1[CH:32]=[CH:31][C:5]2[N:6]=[C:7]([NH:9][C:10]3[CH:15]=[CH:14][C:13]([C:16]4[CH:21]=[CH:20][C:19]([C:22]([OH:24])=[O:23])=[C:18]([O:29][CH3:30])[CH:17]=4)=[CH:12][CH:11]=3)[S:8][C:4]=2[CH:3]=1. The catalyst class is: 20. (2) Product: [F:9][C:10]1[CH:18]=[CH:17][CH:16]=[CH:15][C:11]=1[C:12]([N:4]1[CH2:5][CH2:6][O:7][CH2:8][CH:3]1[CH2:2][OH:1])=[O:13]. The catalyst class is: 4. Reactant: [OH:1][CH2:2][CH:3]1[CH2:8][O:7][CH2:6][CH2:5][NH:4]1.[F:9][C:10]1[CH:18]=[CH:17][CH:16]=[CH:15][C:11]=1[C:12](Cl)=[O:13].C(N(CC)CC)C.[OH-].[Na+].